This data is from Reaction yield outcomes from USPTO patents with 853,638 reactions. The task is: Predict the reaction yield, written as a fraction of the theoretical maximum amount of product (1.0 means a 100% yield; for example, 0.34 means a 34% yield). (1) The reactants are [Br:1][C:2]1[CH:7]=[CH:6][C:5]([F:8])=[CH:4][C:3]=1[CH2:9][C:10](O)=[O:11].[H-].[Al+3].[Li+].[H-].[H-].[H-]. The catalyst is O1CCCC1. The product is [Br:1][C:2]1[CH:7]=[CH:6][C:5]([F:8])=[CH:4][C:3]=1[CH2:9][CH2:10][OH:11]. The yield is 0.200. (2) The reactants are [CH2:1]=[C:2]1[CH2:9][CH:8]2[CH2:10][CH:4]([CH2:5][C:6](=[N:11]O)[CH2:7]2)[CH2:3]1.[BH4-].[Na+].CCN(CC)CC.[C:22](Cl)([O:24][CH2:25][C:26]1[CH:31]=[CH:30][CH:29]=[CH:28][CH:27]=1)=[O:23]. The catalyst is CO.CC(C)=O. The product is [CH2:1]=[C:2]1[CH2:9][CH:8]2[CH2:10][CH:4]([CH2:5][CH:6]([NH:11][C:22](=[O:23])[O:24][CH2:25][C:26]3[CH:31]=[CH:30][CH:29]=[CH:28][CH:27]=3)[CH2:7]2)[CH2:3]1. The yield is 0.750.